Task: Predict the product of the given reaction.. Dataset: Forward reaction prediction with 1.9M reactions from USPTO patents (1976-2016) (1) Given the reactants [Cl:1][C:2]1[CH:3]=[C:4]([C:8]2[C:16]([C:17]3[CH:22]=[CH:21][N:20]=[C:19]([NH:23][CH:24]4[CH2:28][CH2:27][CH2:26][CH2:25]4)[N:18]=3)=[C:15]3[N:10]([C:11](SC)=[N:12][CH:13]=[CH:14]3)[N:9]=2)[CH:5]=[CH:6][CH:7]=1.Cl[C:32]1[CH:33]=[C:34](C=CC=1)[C:35](OO)=[O:36].[Na].[O-:43]CCCC.[Na+:48], predict the reaction product. The product is: [O-:36][CH2:35][CH2:34][CH2:33][CH3:32].[Na+:48].[Cl:1][C:2]1[CH:3]=[C:4]([C:8]2[C:16]([C:17]3[CH:22]=[CH:21][N:20]=[C:19]([NH:23][CH:24]4[CH2:28][CH2:27][CH2:26][CH2:25]4)[N:18]=3)=[C:15]3[N:10]([C:11]([OH:43])=[N:12][CH:13]=[CH:14]3)[N:9]=2)[CH:5]=[CH:6][CH:7]=1. (2) Given the reactants C(OC(=O)[NH:7][CH:8]([CH2:30][C:31]1[CH:32]=[N:33][CH:34]=[CH:35][CH:36]=1)[C:9]([N:11]1[CH2:16][CH2:15][N:14]([CH:17]([C:24]2[CH:29]=[CH:28][CH:27]=[CH:26][CH:25]=2)[C:18]2[CH:23]=[CH:22][CH:21]=[CH:20][CH:19]=2)[CH2:13][CH2:12]1)=[O:10])(C)(C)C.FC(F)(F)C(O)=O, predict the reaction product. The product is: [NH2:7][CH:8]([CH2:30][C:31]1[CH:32]=[N:33][CH:34]=[CH:35][CH:36]=1)[C:9]([N:11]1[CH2:16][CH2:15][N:14]([CH:17]([C:24]2[CH:25]=[CH:26][CH:27]=[CH:28][CH:29]=2)[C:18]2[CH:23]=[CH:22][CH:21]=[CH:20][CH:19]=2)[CH2:13][CH2:12]1)=[O:10]. (3) Given the reactants [CH2:1]([O:8][CH2:9][CH2:10][CH2:11][C:12]([OH:14])=[O:13])[C:2]1[CH:7]=[CH:6][CH:5]=[CH:4][CH:3]=1.C(=O)=O.CC(C)=O.[CH2:22]=[C:23]([CH3:25])[CH3:24].OS(O)(=O)=O, predict the reaction product. The product is: [C:23]([O:13][C:12](=[O:14])[CH2:11][CH2:10][CH2:9][O:8][CH2:1][C:2]1[CH:7]=[CH:6][CH:5]=[CH:4][CH:3]=1)([CH3:25])([CH3:24])[CH3:22]. (4) Given the reactants CN(C)[CH:3]=[O:4].O=P(Cl)(Cl)[Cl:8].[CH2:11]1[C:15]2([CH2:20][CH2:19][C:18](=O)[CH2:17][CH2:16]2)[CH2:14][CH2:13][CH2:12]1, predict the reaction product. The product is: [Cl:8][C:18]1[CH2:19][CH2:20][C:15]2([CH2:14][CH2:13][CH2:12][CH2:11]2)[CH2:16][C:17]=1[CH:3]=[O:4]. (5) Given the reactants IC1C=C(C2CCNCC2)N(C(C)C)N=1.[C:16]([C:18]1[C:26]2[C:21](=[N:22][CH:23]=[C:24]([C:27]3[CH:31]=[C:30]([CH:32]4[CH2:37][CH2:36][N:35](C(OC(C)(C)C)=O)[CH2:34][CH2:33]4)[N:29]([CH:45]([CH3:47])[CH3:46])[N:28]=3)[CH:25]=2)[NH:20][CH:19]=1)#[N:17], predict the reaction product. The product is: [CH:45]([N:29]1[C:30]([CH:32]2[CH2:33][CH2:34][NH:35][CH2:36][CH2:37]2)=[CH:31][C:27]([C:24]2[CH:25]=[C:26]3[C:18]([C:16]#[N:17])=[CH:19][NH:20][C:21]3=[N:22][CH:23]=2)=[N:28]1)([CH3:47])[CH3:46]. (6) Given the reactants C[O:2][C:3]1[CH:4]=[C:5]2[C:9](=[CH:10][CH:11]=1)[N:8]([S:12]([C:15]1[CH:20]=[CH:19][CH:18]=[CH:17][CH:16]=1)(=[O:14])=[O:13])[N:7]=[C:6]2[CH:21]=[O:22].B(Br)(Br)Br, predict the reaction product. The product is: [OH:2][C:3]1[CH:4]=[C:5]2[C:9](=[CH:10][CH:11]=1)[N:8]([S:12]([C:15]1[CH:20]=[CH:19][CH:18]=[CH:17][CH:16]=1)(=[O:14])=[O:13])[N:7]=[C:6]2[CH:21]=[O:22].